This data is from NCI-60 drug combinations with 297,098 pairs across 59 cell lines. The task is: Regression. Given two drug SMILES strings and cell line genomic features, predict the synergy score measuring deviation from expected non-interaction effect. (1) Drug 1: CC12CCC3C(C1CCC2=O)CC(=C)C4=CC(=O)C=CC34C. Drug 2: C1=NNC2=C1C(=O)NC=N2. Cell line: HCT-15. Synergy scores: CSS=28.3, Synergy_ZIP=1.25, Synergy_Bliss=3.31, Synergy_Loewe=-25.1, Synergy_HSA=1.63. (2) Drug 1: C1=CC(=CC=C1CCCC(=O)O)N(CCCl)CCCl. Drug 2: CC1=CC=C(C=C1)C2=CC(=NN2C3=CC=C(C=C3)S(=O)(=O)N)C(F)(F)F. Cell line: RPMI-8226. Synergy scores: CSS=43.2, Synergy_ZIP=-2.43, Synergy_Bliss=-4.29, Synergy_Loewe=-9.52, Synergy_HSA=-5.25. (3) Drug 1: CNC(=O)C1=CC=CC=C1SC2=CC3=C(C=C2)C(=NN3)C=CC4=CC=CC=N4. Drug 2: CC(C)CN1C=NC2=C1C3=CC=CC=C3N=C2N. Cell line: A498. Synergy scores: CSS=3.71, Synergy_ZIP=-1.37, Synergy_Bliss=0.191, Synergy_Loewe=-5.28, Synergy_HSA=-1.58. (4) Drug 1: C1CN1C2=NC(=NC(=N2)N3CC3)N4CC4. Drug 2: CCC1(CC2CC(C3=C(CCN(C2)C1)C4=CC=CC=C4N3)(C5=C(C=C6C(=C5)C78CCN9C7C(C=CC9)(C(C(C8N6C)(C(=O)OC)O)OC(=O)C)CC)OC)C(=O)OC)O.OS(=O)(=O)O. Cell line: NCI/ADR-RES. Synergy scores: CSS=31.2, Synergy_ZIP=0.434, Synergy_Bliss=-0.00785, Synergy_Loewe=-3.14, Synergy_HSA=-2.34. (5) Drug 1: CN(C)C1=NC(=NC(=N1)N(C)C)N(C)C. Drug 2: CC=C1C(=O)NC(C(=O)OC2CC(=O)NC(C(=O)NC(CSSCCC=C2)C(=O)N1)C(C)C)C(C)C. Cell line: HCC-2998. Synergy scores: CSS=53.5, Synergy_ZIP=-0.525, Synergy_Bliss=-6.24, Synergy_Loewe=-73.0, Synergy_HSA=-9.21. (6) Drug 1: CN1CCC(CC1)COC2=C(C=C3C(=C2)N=CN=C3NC4=C(C=C(C=C4)Br)F)OC. Drug 2: CC1=C2C(C(=O)C3(C(CC4C(C3C(C(C2(C)C)(CC1OC(=O)C(C(C5=CC=CC=C5)NC(=O)OC(C)(C)C)O)O)OC(=O)C6=CC=CC=C6)(CO4)OC(=O)C)OC)C)OC. Cell line: NCI-H226. Synergy scores: CSS=49.5, Synergy_ZIP=18.2, Synergy_Bliss=18.4, Synergy_Loewe=6.86, Synergy_HSA=20.4.